This data is from Catalyst prediction with 721,799 reactions and 888 catalyst types from USPTO. The task is: Predict which catalyst facilitates the given reaction. (1) Product: [O:31]1[CH2:32][CH:33]=[C:34]([C:2]2[C:3]([O:16][CH:17]3[CH2:20][N:19]([C:21]4[CH:30]=[CH:29][C:28]5[C:23](=[CH:24][CH:25]=[CH:26][CH:27]=5)[N:22]=4)[CH2:18]3)=[N:4][C:5]([N:8]3[CH2:13][CH2:12][CH:11]([CH2:14][OH:15])[CH2:10][CH2:9]3)=[N:6][CH:7]=2)[CH2:35][CH2:36]1. The catalyst class is: 117. Reactant: Br[C:2]1[C:3]([O:16][CH:17]2[CH2:20][N:19]([C:21]3[CH:30]=[CH:29][C:28]4[C:23](=[CH:24][CH:25]=[CH:26][CH:27]=4)[N:22]=3)[CH2:18]2)=[N:4][C:5]([N:8]2[CH2:13][CH2:12][CH:11]([CH2:14][OH:15])[CH2:10][CH2:9]2)=[N:6][CH:7]=1.[O:31]1[CH2:36][CH:35]=[C:34](B2OC(C)(C)C(C)(C)O2)[CH2:33][CH2:32]1.[O-]P([O-])([O-])=O.[K+].[K+].[K+]. (2) Reactant: [C:1](=[O:40])([O:30]C1C=CC([N+]([O-])=O)=CC=1)[O:2][C@@H:3]1[CH2:19][C@@H:18]2[C@@:6]([CH3:29])([C@@H:7]3[C@@H:15]([CH2:16][CH2:17]2)[C@:14]2([OH:20])[C@@:10]([CH3:28])([C@@H:11]([C:21]4[CH:22]=[CH:23][C:24](=[O:27])[O:25][CH:26]=4)[CH2:12][CH2:13]2)[CH2:9][CH2:8]3)[CH2:5][CH2:4]1.[N:41]1([CH2:46][CH2:47]O)[CH2:45][CH2:44][CH2:43][CH2:42]1.CCN(C(C)C)C(C)C. Product: [C:1](=[O:40])([O:30][CH2:47][CH2:46][N:41]1[CH2:45][CH2:44][CH2:43][CH2:42]1)[O:2][C@@H:3]1[CH2:19][C@@H:18]2[C@@:6]([CH3:29])([C@@H:7]3[C@@H:15]([CH2:16][CH2:17]2)[C@:14]2([OH:20])[C@@:10]([CH3:28])([C@@H:11]([C:21]4[CH:22]=[CH:23][C:24](=[O:27])[O:25][CH:26]=4)[CH2:12][CH2:13]2)[CH2:9][CH2:8]3)[CH2:5][CH2:4]1. The catalyst class is: 64. (3) The catalyst class is: 68. Product: [NH:2]1[CH2:3][CH:4]=[C:5]([CH2:8][C:9]([O:11][CH2:12][CH3:13])=[O:10])[CH2:6][CH2:7]1. Reactant: C[N:2]1[CH2:7][CH:6]=[C:5]([CH2:8][C:9]([O:11][CH2:12][CH3:13])=[O:10])[CH2:4][CH2:3]1. (4) Reactant: [CH3:1][CH:2]([CH3:8])[CH2:3][CH:4]([OH:7])[C:5]#[CH:6].N1C=CN=C1.[Si:14](Cl)([C:17]([CH3:20])([CH3:19])[CH3:18])([CH3:16])[CH3:15].[NH4+].[Cl-]. Product: [C:17]([Si:14]([O:7][CH:4]([CH2:3][CH:2]([CH3:8])[CH3:1])[C:5]#[CH:6])([CH3:16])[CH3:15])([CH3:20])([CH3:19])[CH3:18]. The catalyst class is: 31. (5) Reactant: C(=O)(OC)O[CH2:3]/[CH:4]=[CH:5]/[C:6]1[CH:11]=[CH:10][C:9]([F:12])=[CH:8][CH:7]=1.C1([C@@H]([N:24]([C@H:48]([C:50]2[CH:55]=[CH:54]C=CC=2)C)P2OC3C=CC4C=CC=CC=4C=3C3C4C(C=CC=3O2)=CC=CC=4)C)C=CC=CC=1.C1(NC)CC1.CC1C=CC(S(O)(=O)=O)=CC=1. Product: [CH:50]1([CH2:48][NH:24][C@H:5]([C:6]2[CH:11]=[CH:10][C:9]([F:12])=[CH:8][CH:7]=2)[CH:4]=[CH2:3])[CH2:55][CH2:54]1. The catalyst class is: 242. (6) The catalyst class is: 3. Reactant: [OH:1][C:2]1[CH:11]=[CH:10][C:5]([C:6]([O:8][CH3:9])=[O:7])=[CH:4][C:3]=1[Cl:12].C(=O)([O-])[O-].[K+].[K+].[CH2:19](I)[CH2:20][CH3:21]. Product: [Cl:12][C:3]1[CH:4]=[C:5]([CH:10]=[CH:11][C:2]=1[O:1][CH2:19][CH2:20][CH3:21])[C:6]([O:8][CH3:9])=[O:7].